From a dataset of Drug-target binding data from BindingDB using IC50 measurements. Regression. Given a target protein amino acid sequence and a drug SMILES string, predict the binding affinity score between them. We predict pIC50 (pIC50 = -log10(IC50 in M); higher means more potent). Dataset: bindingdb_ic50. (1) The drug is Oc1ccc(SC[C@@H]2CO[C@@](CCc3ccc(Cl)cc3)(Cn3ccnc3)O2)cc1. The target protein (P04800) has sequence MDLLSALTLETWVLLAVVLVLLYGFGTRTHGLFKKQGIPGPKPLPFFGTVLNYYMGLWKFDVECHKKYGKIWGLFDGQMPLFAITDTEMIKNVLVKECFSVFTNRRDFGPVGIMGKAVSVAKDEEWKRYRALLSPTFTSGRLKEMFPIIEQYGDILVKYLKQEAETGKPVTMKKVFGAYSMDVITSTSFGVNVDSLNNPKDPFVEKTKKLLRFDFFDPLFLSVVLFPFLTPIYEMLNICMFPKDSIEFFKKFVYRMKETRLDSVQKHRVDFLQLMMNAHNDSKDKESHTALSDMEITAQSIIFIFAGYEPTSSTLSFVLHSLATHPDTQKKLQEEIDRALPNKAPPTYDTVMEMEYLDMVLNETLRLYPIGNRLERVCKKDVEINGVFMPKGSVVMIPSYALHRDPQHWPEPEEFRPERFSKENKGSIDPYVYLPFGNGPRNCIGMRFALMNMKLALTKVLQNFSFQPCKETQIPLKLSRQGLLQPTKPIILKVVPRDEI.... The pIC50 is 5.8. (2) The compound is C(=C/c1c[nH]c2c1ccc1ccccc12)\c1cccnc1. The target protein (P48776) has sequence MSGCPFAGNSVGYTLKNVSMEDNEEDRAQTGVNRASKGGLIYGNYLQLEKILNAQELQSEVKGNKIHDEHLFIITHQAYELWFKQILWELDSVREIFQNGHVRDERNMLKVIARMHRVVVIFKLLVQQFSVLETMTALDFNDFREYLSPASGFQSLQFRLLENKIGVLQSLRVPYNRKHYRDNFGGDYNELLLKSEQEQTLLQLVEAWLERTPGLEPNGFNFWGKFEKNILKGLEEEFLRIQAKTDSEEKEEQMAEFRKQKEVLLCLFDEKRHDYLLSKGERRLSYRALQGALMIYFYREEPRFQVPFQLLTSLMDIDTLMTKWRYNHVCMVHRMLGTKAGTGGSSGYHYLRSTVSDRYKVFVDLFNLSTYLVPRHWVPKMNPIIHKFLYTAEYSDSSYFSSDESD. The pIC50 is 3.7. (3) The drug is O=c1[nH]c(NCc2ccc(Cl)cc2Cl)nc2c1cnn2C1CCCCC1. The target protein (O76083) has sequence MGSGSSSYRPKAIYLDIDGRIQKVIFSKYCNSSDIMDLFCIATGLPRNTTISLLTTDDAMVSIDPTMPANSERTPYKVRPVAIKQLSAGVEDKRTTSRGQSAERPLRDRRVVGLEQPRREGAFESGQVEPRPREPQGCYQEGQRIPPEREELIQSVLAQVAEQFSRAFKINELKAEVANHLAVLEKRVELEGLKVVEIEKCKSDIKKMREELAARSSRTNCPCKYSFLDNHKKLTPRRDVPTYPKYLLSPETIEALRKPTFDVWLWEPNEMLSCLEHMYHDLGLVRDFSINPVTLRRWLFCVHDNYRNNPFHNFRHCFCVAQMMYSMVWLCSLQEKFSQTDILILMTAAICHDLDHPGYNNTYQINARTELAVRYNDISPLENHHCAVAFQILAEPECNIFSNIPPDGFKQIRQGMITLILATDMARHAEIMDSFKEKMENFDYSNEEHMTLLKMILIKCCDISNEVRPMEVAEPWVDCLLEEYFMQSDREKSEGLPVAP.... The pIC50 is 7.1. (4) The compound is Cc1cc(NC(=O)Nc2nnc(-c3ccncc3)s2)ccc1Cl. The target protein (P54132) has sequence MAAVPQNNLQEQLERHSARTLNNKLSLSKPKFSGFTFKKKTSSDNNVSVTNVSVAKTPVLRNKDVNVTEDFSFSEPLPNTTNQQRVKDFFKNAPAGQETQRGGSKSLLPDFLQTPKEVVCTTQNTPTVKKSRDTALKKLEFSSSPDSLSTINDWDDMDDFDTSETSKSFVTPPQSHFVRVSTAQKSKKGKRNFFKAQLYTTNTVKTDLPPPSSESEQIDLTEEQKDDSEWLSSDVICIDDGPIAEVHINEDAQESDSLKTHLEDERDNSEKKKNLEEAELHSTEKVPCIEFDDDDYDTDFVPPSPEEIISASSSSSKCLSTLKDLDTSDRKEDVLSTSKDLLSKPEKMSMQELNPETSTDCDARQISLQQQLIHVMEHICKLIDTIPDDKLKLLDCGNELLQQRNIRRKLLTEVDFNKSDASLLGSLWRYRPDSLDGPMEGDSCPTGNSMKELNFSHLPSNSVSPGDCLLTTTLGKTGFSATRKNLFERPLFNTHLQKSF.... The pIC50 is 5.1. (5) The pIC50 is 2.5. The small molecule is COC(=O)Nc1nc2ccc(S(=O)(=O)NCc3ccc(OC)cc3)cc2[nH]1. The target protein (P10323) has sequence MVEMLPTAILLVLAVSVVAKDNATCDGPCGLRFRQNPQGGVRIVGGKAAQHGAWPWMVSLQIFTYNSHRYHTCGGSLLNSRWVLTAAHCFVGKNNVHDWRLVFGAKEITYGNNKPVKAPLQERYVEKIIIHEKYNSATEGNDIALVEITPPISCGRFIGPGCLPHFKAGLPRGSQSCWVAGWGYIEEKAPRPSSILMEARVDLIDLDLCNSTQWYNGRVQPTNVCAGYPVGKIDTCQGDSGGPLMCKDSKESAYVVVGITSWGVGCARAKRPGIYTATWPYLNWIASKIGSNALRMIQSATPPPPTTRPPPIRPPFSHPISAHLPWYFQPPPRPLPPRPPAAQPRPPPSPPPPPPPPASPLPPPPPPPPPTPSSTTKLPQGLSFAKRLQQLIEVLKGKTYSDGKNHYDMETTELPELTSTS. (6) The compound is C[C@H](NC(=O)[C@@H]1CCCN1C(=O)C1CCCC1S)C(N)=O. The target protein (Q99MA2) has sequence MAQAYWQCYPWLVLLCACAWSYPGPESLGREDVRDCSTNPPRLPVTAVNTTMRLAALRQQMEKSNLSAYIIPDTDAHMSEYIGKHDERRAWISGFTGSAGTAVVTKKKAAVWTDSRYWTQAERQMDCNWELHKEVSISSIVAWILAEVPDGENVGFDPFLFSVGSWENYDQELQDSNRHLLSITTNLVDVAWGSERPPVPSQPIYALPKEFTGSTWQEKVSAIRSYMQNHTMAPTGVLLSALDETAWLFNLRSSDIPYNPFFYSYTLLTDSSIRLFVNKSRFSLETLQYLNTNCTLPMCVQLEDYSQIRDGVKAYASGNVKILIGISYTTYGVYDVIPKEKLVTETYSPVMLIKAVKNSKEQALLKASHVRDAVAVIQYLVWLEKNVPKGTVDEFSGAEHIDQLRRNENFSSGPSFETISASGLNAALAHYSPTKELHRKLSLDEMYLVDSGGQYWDGTTDITRTVHWGTPTAFQKEAYTRVLMGNIDLSRLVFPAATSG.... The pIC50 is 5.5.